This data is from Reaction yield outcomes from USPTO patents with 853,638 reactions. The task is: Predict the reaction yield, written as a fraction of the theoretical maximum amount of product (1.0 means a 100% yield; for example, 0.34 means a 34% yield). (1) The reactants are [CH3:1][O:2][C:3](=[O:18])[C:4]1[CH:5]=[C:6]([CH:14]=[C:15]([NH2:17])[CH:16]=1)[C:7]([O:9][C:10]([CH3:13])([CH3:12])[CH3:11])=[O:8].N1C=CC=CC=1.[Cl:25][CH2:26][CH2:27][CH2:28][S:29](Cl)(=[O:31])=[O:30]. The catalyst is CN(C1C=CN=CC=1)C.C(Cl)Cl.CCOC(C)=O. The product is [CH3:1][O:2][C:3](=[O:18])[C:4]1[CH:5]=[C:6]([CH:14]=[C:15]([NH:17][S:29]([CH2:28][CH2:27][CH2:26][Cl:25])(=[O:31])=[O:30])[CH:16]=1)[C:7]([O:9][C:10]([CH3:13])([CH3:11])[CH3:12])=[O:8]. The yield is 0.990. (2) The product is [CH3:1][O:2][C:3]1[CH:12]=[CH:11][C:6]([C:7]([OH:9])=[O:8])=[CH:5][C:4]=1[C:13]#[C:14][C:15]1[CH:20]=[CH:19][CH:18]=[CH:17][N:16]=1. The reactants are [CH3:1][O:2][C:3]1[CH:12]=[CH:11][C:6]([C:7]([O:9]C)=[O:8])=[CH:5][C:4]=1[C:13]#[C:14][C:15]1[CH:20]=[CH:19][CH:18]=[CH:17][N:16]=1.O.[OH-].[Li+]. The yield is 0.930. The catalyst is C1COCC1.CO.O. (3) The product is [ClH:34].[CH3:33][O:32][C:22]1[C:20]2[N:21]=[C:17]([C:15]3[NH:14][C:11]4[CH2:12][CH2:13][NH:8][CH2:9][C:10]=4[N:16]=3)[S:18][C:19]=2[C:25]([N:26]2[CH2:27][CH2:28][O:29][CH2:30][CH2:31]2)=[CH:24][CH:23]=1. The catalyst is CO. The yield is 0.810. The reactants are C(OC([N:8]1[CH2:13][CH2:12][C:11]2[N:14]=[C:15]([C:17]3[S:18][C:19]4[C:25]([N:26]5[CH2:31][CH2:30][O:29][CH2:28][CH2:27]5)=[CH:24][CH:23]=[C:22]([O:32][CH3:33])[C:20]=4[N:21]=3)[NH:16][C:10]=2[CH2:9]1)=O)(C)(C)C.[ClH:34].